From a dataset of Reaction yield outcomes from USPTO patents with 853,638 reactions. Predict the reaction yield, written as a fraction of the theoretical maximum amount of product (1.0 means a 100% yield; for example, 0.34 means a 34% yield). (1) The reactants are Cl.C([Si](C)(C)[O:7][CH2:8][C@@H:9]([N:11]1[C:15]2[N:16]=[CH:17][N:18]=[CH:19][C:14]=2[C:13]([C:20]([C:22]2[CH:23]=[C:24]([NH:28][C:29](=[O:41])[CH2:30][C:31]3[CH:36]=[CH:35][CH:34]=[C:33]([C:37]([F:40])([F:39])[F:38])[CH:32]=3)[CH:25]=[N:26][CH:27]=2)=[O:21])=[CH:12]1)[CH3:10])(C)(C)C. The catalyst is O1CCOCC1.C1COCC1. The product is [OH:7][CH2:8][C@@H:9]([N:11]1[C:15]2[N:16]=[CH:17][N:18]=[CH:19][C:14]=2[C:13]([C:20]([C:22]2[CH:23]=[C:24]([NH:28][C:29](=[O:41])[CH2:30][C:31]3[CH:36]=[CH:35][CH:34]=[C:33]([C:37]([F:39])([F:40])[F:38])[CH:32]=3)[CH:25]=[N:26][CH:27]=2)=[O:21])=[CH:12]1)[CH3:10]. The yield is 0.860. (2) The reactants are [Br:1][C:2]1[O:6][C:5]([CH3:7])=[C:4]([CH2:8][OH:9])[CH:3]=1. The catalyst is O1CCCC1.[O-2].[O-2].[Mn+4]. The product is [Br:1][C:2]1[O:6][C:5]([CH3:7])=[C:4]([CH:8]=[O:9])[CH:3]=1. The yield is 0.510. (3) The reactants are Br.[CH2:2]([C:4]1[N:5]=[C:6]([C@@H:9]([NH2:20])[CH2:10][C:11]2[CH:16]=[CH:15][C:14]([N+:17]([O-:19])=[O:18])=[CH:13][CH:12]=2)[S:7][CH:8]=1)[CH3:3].CCN(CC)CC.[CH2:28]([N:35]=[C:36]=[O:37])[C:29]1[CH:34]=[CH:33][CH:32]=[CH:31][CH:30]=1. The catalyst is C(Cl)Cl. The product is [CH2:28]([NH:35][C:36]([NH:20][C@H:9]([C:6]1[S:7][CH:8]=[C:4]([CH2:2][CH3:3])[N:5]=1)[CH2:10][C:11]1[CH:16]=[CH:15][C:14]([N+:17]([O-:19])=[O:18])=[CH:13][CH:12]=1)=[O:37])[C:29]1[CH:34]=[CH:33][CH:32]=[CH:31][CH:30]=1. The yield is 0.960. (4) The reactants are [CH3:13][C:12]([O:11][C:9](O[C:9]([O:11][C:12]([CH3:15])([CH3:14])[CH3:13])=[O:10])=[O:10])([CH3:15])[CH3:14].Cl.[NH2:17][CH2:18][C:19]1[CH:24]=[C:23]([F:25])[CH:22]=[CH:21][C:20]=1[NH2:26].C([O-])(O)=O.[Na+]. The catalyst is O1CCOCC1.CCOCC. The product is [C:12]([O:11][C:9](=[O:10])[NH:17][CH2:18][C:19]1[CH:24]=[C:23]([F:25])[CH:22]=[CH:21][C:20]=1[NH2:26])([CH3:13])([CH3:14])[CH3:15]. The yield is 0.500. (5) The reactants are [CH2:1]([O:3][CH:4]([C:8]1[CH:13]=[CH:12][CH:11]=[C:10]([N+:14]([O-])=O)[CH:9]=1)[C:5]([OH:7])=[O:6])[CH3:2]. The catalyst is C(O)C.[Pd]. The product is [CH2:1]([O:3][CH:4]([C:8]1[CH:13]=[CH:12][CH:11]=[C:10]([NH2:14])[CH:9]=1)[C:5]([OH:7])=[O:6])[CH3:2]. The yield is 0.540. (6) The reactants are Cl[C:2]1[CH:7]=[CH:6][C:5]([N+:8]([O-:10])=[O:9])=[CH:4][N:3]=1.[F:11][C:12]1[CH:13]=[C:14]([OH:18])[CH:15]=[CH:16][CH:17]=1. The catalyst is N1C=CC=CC=1. The product is [F:11][C:12]1[CH:13]=[C:14]([CH:15]=[CH:16][CH:17]=1)[O:18][C:2]1[CH:7]=[CH:6][C:5]([N+:8]([O-:10])=[O:9])=[CH:4][N:3]=1. The yield is 0.770. (7) The reactants are [F:1][C:2]1[CH:23]=[CH:22][CH:21]=[C:20]([F:24])[C:3]=1[C:4]([NH:6][C:7]1[C:8]([CH2:18][OH:19])=[N:9][N:10]([CH:12]2[CH2:17][CH2:16][CH2:15][CH2:14][O:13]2)[CH:11]=1)=[O:5]. The catalyst is CC(C)=O.O=[Mn]=O. The product is [F:1][C:2]1[CH:23]=[CH:22][CH:21]=[C:20]([F:24])[C:3]=1[C:4]([NH:6][C:7]1[C:8]([CH:18]=[O:19])=[N:9][N:10]([CH:12]2[CH2:17][CH2:16][CH2:15][CH2:14][O:13]2)[CH:11]=1)=[O:5]. The yield is 0.770.